This data is from Full USPTO retrosynthesis dataset with 1.9M reactions from patents (1976-2016). The task is: Predict the reactants needed to synthesize the given product. The reactants are: [Br:1]Br.[CH3:3][O:4][C:5]([C:7]1[S:8][C:9]([C:13]2[CH:18]=[CH:17][C:16]([O:19][CH3:20])=[CH:15][CH:14]=2)=[C:10]([CH3:12])[CH:11]=1)=[O:6]. Given the product [Br:1][C:17]1[CH:18]=[C:13]([C:9]2[S:8][C:7]([C:5]([O:4][CH3:3])=[O:6])=[CH:11][C:10]=2[CH3:12])[CH:14]=[CH:15][C:16]=1[O:19][CH3:20], predict the reactants needed to synthesize it.